Predict the product of the given reaction. From a dataset of Forward reaction prediction with 1.9M reactions from USPTO patents (1976-2016). Given the reactants [N:1]1[C:6]([C:7]([OH:9])=[O:8])=[CH:5][CH:4]=[CH:3][C:2]=1[C:10]([OH:12])=[O:11].S(=O)(=O)(O)O.[C:18](=O)(O)[O-].[Na+], predict the reaction product. The product is: [CH3:18][O:11][C:10]([C:2]1[N:1]=[C:6]([C:7]([OH:9])=[O:8])[CH:5]=[CH:4][CH:3]=1)=[O:12].